Task: Predict the product of the given reaction.. Dataset: Forward reaction prediction with 1.9M reactions from USPTO patents (1976-2016) (1) Given the reactants [CH3:1][CH:2]1[CH2:8][O:7][C:6](=[O:9])[N:5]([CH2:10][C:11]2[CH:16]=[CH:15][CH:14]=[CH:13][C:12]=2[NH:17][S:18]([C:21]([F:24])([F:23])[F:22])(=[O:20])=[O:19])[CH2:4][CH2:3]1.C(=O)([O-])O.[Na+].Cl[C:31]([O:33][CH2:34][CH:35]([CH3:37])[CH3:36])=[O:32].O, predict the reaction product. The product is: [CH2:34]([O:33][C:31]([N:17]([C:12]1[CH:13]=[CH:14][CH:15]=[CH:16][C:11]=1[CH2:10][N:5]1[CH2:4][CH2:3][CH:2]([CH3:1])[CH2:8][O:7][C:6]1=[O:9])[S:18]([C:21]([F:24])([F:22])[F:23])(=[O:20])=[O:19])=[O:32])[CH:35]([CH3:37])[CH3:36]. (2) Given the reactants [CH3:1][C:2]([CH3:38])([CH3:37])[C:3](=[O:36])[CH2:4][O:5][C:6]1[CH:11]=[CH:10][C:9]([C:12]([C:17]2[O:18][C:19]3[CH:25]=[CH:24][C:23]([C:26]([NH:28][C:29]([CH3:34])([CH3:33])[C:30]([OH:32])=[O:31])=[O:27])=[CH:22][C:20]=3[CH:21]=2)([CH2:15][CH3:16])[CH2:13][CH3:14])=[CH:8][C:7]=1[CH3:35].[BH4-].[Na+], predict the reaction product. The product is: [CH2:13]([C:12]([C:17]1[O:18][C:19]2[CH:25]=[CH:24][C:23]([C:26]([NH:28][C:29]([CH3:33])([CH3:34])[C:30]([OH:32])=[O:31])=[O:27])=[CH:22][C:20]=2[CH:21]=1)([C:9]1[CH:10]=[CH:11][C:6]([O:5][CH2:4][CH:3]([OH:36])[C:2]([CH3:38])([CH3:37])[CH3:1])=[C:7]([CH3:35])[CH:8]=1)[CH2:15][CH3:16])[CH3:14]. (3) Given the reactants [F:1][C:2]([F:21])([F:20])[C:3]1[CH:8]=[CH:7][C:6]([C:9]2[CH:10]=[C:11]3[C:16](=[CH:17][CH:18]=2)[NH:15][C:14](=[O:19])[CH2:13][CH2:12]3)=[CH:5][CH:4]=1.C(=O)([O-])[O-].[K+].[K+].Br[CH2:29][C:30]([O:32][C:33]([CH3:36])([CH3:35])[CH3:34])=[O:31].O, predict the reaction product. The product is: [O:19]=[C:14]1[CH2:13][CH2:12][C:11]2[C:16](=[CH:17][CH:18]=[C:9]([C:6]3[CH:5]=[CH:4][C:3]([C:2]([F:1])([F:20])[F:21])=[CH:8][CH:7]=3)[CH:10]=2)[N:15]1[CH2:29][C:30]([O:32][C:33]([CH3:36])([CH3:35])[CH3:34])=[O:31]. (4) Given the reactants O=C=[N:3]C1CC(C)(C)CC(C)(CN=C=O)C1.COC1C=CC(O)=CC=1.[C:26]([O-:39])(=[O:38])[CH2:27][CH2:28]CCCCCCCCC.[C:26]([O-:39])(=[O:38])[CH2:27][CH2:28]CCCCCCCCC.C([Sn+2]CCCC)CCC.[C:63]([O:67][CH2:68][CH2:69]O)(=[O:66])C=C, predict the reaction product. The product is: [C:26]([OH:39])(=[O:38])[CH:27]=[CH2:28].[NH2:3][C:63]([O:67][CH2:68][CH3:69])=[O:66]. (5) Given the reactants [F:1][C:2]([F:41])([F:40])[C:3]1[CH:4]=[C:5]([C@H:13]([O:15][C@H:16]2[CH2:24][N:23]3[C@@H:18]([CH2:19][CH:20]([NH:26]C(=O)OCC=C)[CH2:21][C:22]3=[O:25])[C@@H:17]2[C:33]2[CH:38]=[CH:37][C:36]([F:39])=[CH:35][CH:34]=2)[CH3:14])[CH:6]=[C:7]([C:9]([F:12])([F:11])[F:10])[CH:8]=1.[BH4-].[Na+].CC#N.Cl, predict the reaction product. The product is: [NH2:26][CH:20]1[CH2:19][C@@H:18]2[N:23]([CH2:24][C@H:16]([O:15][C@@H:13]([C:5]3[CH:6]=[C:7]([C:9]([F:10])([F:11])[F:12])[CH:8]=[C:3]([C:2]([F:41])([F:1])[F:40])[CH:4]=3)[CH3:14])[C@H:17]2[C:33]2[CH:38]=[CH:37][C:36]([F:39])=[CH:35][CH:34]=2)[C:22](=[O:25])[CH2:21]1. (6) Given the reactants Br[C:2]1[CH:3]=[N:4][CH:5]=[C:6]([N:10]2[N:19]=[CH:18][C:17]3[C:12](=[C:13]([F:24])[CH:14]=[C:15]([C:20]([CH3:23])([CH3:22])[CH3:21])[CH:16]=3)[C:11]2=[O:25])[C:7]=1[CH:8]=[O:9].[CH3:26][N:27]1[CH:32]=[C:31](B2OC(C)(C)C(C)(C)O2)[CH:30]=[C:29]([NH:42][C:43]2[CH:48]=[CH:47][C:46]([N:49]3[CH2:54][CH2:53][N:52]([CH:55]4[CH2:58][O:57][CH2:56]4)[CH2:51][C@@H:50]3[CH3:59])=[CH:45][N:44]=2)[C:28]1=[O:60].CC([O-])=O.[K+].C(#N)C, predict the reaction product. The product is: [C:20]([C:15]1[CH:16]=[C:17]2[C:12](=[C:13]([F:24])[CH:14]=1)[C:11](=[O:25])[N:10]([C:6]1[CH:5]=[N:4][CH:3]=[C:2]([C:31]3[CH:30]=[C:29]([NH:42][C:43]4[CH:48]=[CH:47][C:46]([N:49]5[CH2:54][CH2:53][N:52]([CH:55]6[CH2:56][O:57][CH2:58]6)[CH2:51][C@@H:50]5[CH3:59])=[CH:45][N:44]=4)[C:28](=[O:60])[N:27]([CH3:26])[CH:32]=3)[C:7]=1[CH:8]=[O:9])[N:19]=[CH:18]2)([CH3:23])([CH3:22])[CH3:21]. (7) Given the reactants [CH3:1][O:2][C:3](=[O:35])[CH2:4][NH:5][C:6]1[CH:11]=[CH:10][C:9]([CH2:12][N:13]2[CH:17]=[C:16]([C:18]3[CH:23]=[CH:22][C:21]([Cl:24])=[CH:20][C:19]=3[Cl:25])[N:15]=[C:14]2/[CH:26]=[CH:27]/[C:28]2[CH:33]=[CH:32][C:31](Br)=[CH:30][CH:29]=2)=[CH:8][CH:7]=1.[F:36][C:37]([F:48])([F:47])[C:38]1[CH:43]=[CH:42][C:41](B(O)O)=[CH:40][CH:39]=1, predict the reaction product. The product is: [CH3:1][O:2][C:3](=[O:35])[CH2:4][NH:5][C:6]1[CH:11]=[CH:10][C:9]([CH2:12][N:13]2[CH:17]=[C:16]([C:18]3[CH:23]=[CH:22][C:21]([Cl:24])=[CH:20][C:19]=3[Cl:25])[N:15]=[C:14]2/[CH:26]=[CH:27]/[C:28]2[CH:33]=[CH:32][C:31]([C:41]3[CH:42]=[CH:43][C:38]([C:37]([F:48])([F:47])[F:36])=[CH:39][CH:40]=3)=[CH:30][CH:29]=2)=[CH:8][CH:7]=1. (8) Given the reactants [C:1]1([C:7]2[CH:8]=[C:9]([OH:33])[C:10]([NH:13]C(C3C=CC=CC=3)(C3C=CC=CC=3)C3C=CC=CC=3)=[N:11][CH:12]=2)[CH:6]=[CH:5][CH:4]=[CH:3][CH:2]=1.C([O-])([O-])=O.[Cs+].[Cs+].[CH3:40][O:41][C:42]1[CH:43]=[C:44]([CH:47]=[CH:48][CH:49]=1)[CH2:45]Br, predict the reaction product. The product is: [CH3:40][O:41][C:42]1[CH:43]=[C:44]([CH:47]=[CH:48][CH:49]=1)[CH2:45][O:33][C:9]1[C:10]([NH2:13])=[N:11][CH:12]=[C:7]([C:1]2[CH:2]=[CH:3][CH:4]=[CH:5][CH:6]=2)[CH:8]=1. (9) Given the reactants [CH2:1]([O:3][C:4](=[O:17])[CH2:5][O:6][C:7]1[CH:12]=[CH:11][C:10]([O:13][CH3:14])=[CH:9][C:8]=1[CH:15]=O)[CH3:2].CC([O-])(C)C.[K+], predict the reaction product. The product is: [CH2:1]([O:3][C:4]([C:5]1[O:6][C:7]2[CH:12]=[CH:11][C:10]([O:13][CH3:14])=[CH:9][C:8]=2[CH:15]=1)=[O:17])[CH3:2]. (10) Given the reactants CO[C:3]([C:5]1[C:6]([OH:29])=[C:7]2[C:12](=[CH:13][N:14]=1)[N:11]([CH2:15][C:16]1[CH:21]=[CH:20][CH:19]=[CH:18][CH:17]=1)[C:10](=[O:22])[C:9]([C:23]1[CH:24]=[N:25][N:26]([CH3:28])[CH:27]=1)=[CH:8]2)=[O:4].[NH2:30][CH2:31][CH2:32][C:33]([OH:35])=[O:34].C[O-].[Na+], predict the reaction product. The product is: [CH2:15]([N:11]1[C:12]2[C:7](=[C:6]([OH:29])[C:5]([C:3]([NH:30][CH2:31][CH2:32][C:33]([OH:35])=[O:34])=[O:4])=[N:14][CH:13]=2)[CH:8]=[C:9]([C:23]2[CH:24]=[N:25][N:26]([CH3:28])[CH:27]=2)[C:10]1=[O:22])[C:16]1[CH:17]=[CH:18][CH:19]=[CH:20][CH:21]=1.